The task is: Predict the product of the given reaction.. This data is from Forward reaction prediction with 1.9M reactions from USPTO patents (1976-2016). (1) Given the reactants [Br:1][CH2:2][C:3]1[CH:12]=[CH:11][C:10]2[C:5](=[CH:6][CH:7]=[C:8](F)[CH:9]=2)[N:4]=1.[F:14]C1C=CC=C2C=1N=C(C)C=C2, predict the reaction product. The product is: [Br:1][CH2:2][C:3]1[CH:12]=[CH:11][C:10]2[C:5](=[C:6]([F:14])[CH:7]=[CH:8][CH:9]=2)[N:4]=1. (2) Given the reactants COC1C=CC(P2(SP(C3C=CC(OC)=CC=3)(=S)S2)=[S:10])=CC=1.[Br:23][C:24]1[CH:33]=[C:32]2[C:27]([CH2:28][C:29]([CH3:46])([CH3:45])[CH2:30][C:31]32[C:37](=[O:38])[N:36]([CH2:39][C:40]([F:43])([F:42])[F:41])[C:35](=O)[NH:34]3)=[CH:26][CH:25]=1, predict the reaction product. The product is: [Br:23][C:24]1[CH:33]=[C:32]2[C:27]([CH2:28][C:29]([CH3:46])([CH3:45])[CH2:30][C:31]32[C:37](=[O:38])[N:36]([CH2:39][C:40]([F:43])([F:42])[F:41])[C:35](=[S:10])[NH:34]3)=[CH:26][CH:25]=1. (3) Given the reactants [Si]([O:8][CH2:9][C:10]1[CH:15]=[CH:14][C:13]([C:16]2[CH:20]=[C:19]([NH:21]/[C:22](/[NH:34][CH2:35][CH:36]([CH3:38])[CH3:37])=[N:23]\[C:24](=[O:33])[C:25]3[CH:30]=[CH:29][C:28]([F:31])=[C:27]([F:32])[CH:26]=3)[NH:18][N:17]=2)=[CH:12][CH:11]=1)(C(C)(C)C)(C)C.[F-].C([N+](CCCC)(CCCC)CCCC)CCC, predict the reaction product. The product is: [F:32][C:27]1[CH:26]=[C:25]([CH:30]=[CH:29][C:28]=1[F:31])[C:24](/[N:23]=[C:22](\[NH:21][C:19]1[NH:18][N:17]=[C:16]([C:13]2[CH:14]=[CH:15][C:10]([CH2:9][OH:8])=[CH:11][CH:12]=2)[CH:20]=1)/[NH:34][CH2:35][CH:36]([CH3:38])[CH3:37])=[O:33]. (4) Given the reactants F[C:2]1[C:9]([F:10])=[CH:8][CH:7]=[C:6]([F:11])[C:3]=1[C:4]#[N:5].[OH-].[NH4+:13], predict the reaction product. The product is: [NH2:13][C:2]1[C:9]([F:10])=[CH:8][CH:7]=[C:6]([F:11])[C:3]=1[C:4]#[N:5]. (5) The product is: [O:11]=[C:12]1[C:16]([C:17]2[CH:22]=[CH:21][C:20]([C:23]([F:26])([F:25])[F:24])=[CH:19][CH:18]=2)=[N:15][C:14]2([CH2:27][CH2:28][CH2:29][CH2:30][CH2:31]2)[N:13]1[CH2:32][C:33]([NH:36][CH2:37][C:38]1[S:39][CH:40]=[CH:41][CH:42]=1)=[O:35]. Given the reactants C1C=NC2N(O)N=NC=2C=1.[O:11]=[C:12]1[C:16]([C:17]2[CH:22]=[CH:21][C:20]([C:23]([F:26])([F:25])[F:24])=[CH:19][CH:18]=2)=[N:15][C:14]2([CH2:31][CH2:30][CH2:29][CH2:28][CH2:27]2)[N:13]1[CH2:32][C:33]([OH:35])=O.[NH2:36][CH2:37][C:38]1[S:39][CH:40]=[CH:41][CH:42]=1.[N-]=C=O.C(=O)([O-])[O-], predict the reaction product. (6) Given the reactants [CH2:1]([N:8]1[CH2:12][CH2:11][N:10]([C:13]2[S:14][C:15]([C:19]([OH:21])=O)=[C:16]([CH3:18])[N:17]=2)[C:9]1=[O:22])[C:2]1[CH:7]=[CH:6][CH:5]=CC=1.CC1N=C(N2CCN(CCCCC)C2=O)SC=1C(O)=O.[NH2:43][CH2:44][C:45]1[CH:46]=[N:47][CH:48]=[CH:49][CH:50]=1, predict the reaction product. The product is: [CH3:18][C:16]1[N:17]=[C:13]([N:10]2[CH2:11][CH2:12][N:8]([CH2:1][CH2:2][CH2:7][CH2:6][CH3:5])[C:9]2=[O:22])[S:14][C:15]=1[C:19]([NH:43][CH2:44][C:45]1[CH:46]=[N:47][CH:48]=[CH:49][CH:50]=1)=[O:21]. (7) Given the reactants [N:1]1[N:2]=[N:3][N:4]2[CH:9]=[CH:8][N:7]=[C:6]([N:10]3[CH2:15][CH2:14][N:13]([C:16]([O:18][C:19]([CH3:22])([CH3:21])[CH3:20])=[O:17])[CH2:12][CH2:11]3)[C:5]=12.CN(C=O)C.[Br:28]N1C(=O)CCC1=O, predict the reaction product. The product is: [Br:28][C:9]1[N:4]2[N:3]=[N:2][N:1]=[C:5]2[C:6]([N:10]2[CH2:11][CH2:12][N:13]([C:16]([O:18][C:19]([CH3:22])([CH3:21])[CH3:20])=[O:17])[CH2:14][CH2:15]2)=[N:7][CH:8]=1.